This data is from Forward reaction prediction with 1.9M reactions from USPTO patents (1976-2016). The task is: Predict the product of the given reaction. (1) Given the reactants [C:1]([CH:5]([C:11](OCC)=[O:12])[C:6]([O:8][CH2:9][CH3:10])=[O:7])([CH3:4])([CH3:3])[CH3:2].CC(C[AlH]CC(C)C)C, predict the reaction product. The product is: [CH:11]([CH:5]([C:1]([CH3:2])([CH3:4])[CH3:3])[C:6]([O:8][CH2:9][CH3:10])=[O:7])=[O:12]. (2) Given the reactants [C:1]([C:6]1[S:13][C:12]2[C:11]3[S:14][C:15]4[C:19]([CH2:20][CH2:21][CH2:22][CH2:23][CH2:24][CH2:25][CH2:26][CH2:27][CH2:28][CH2:29]CCCCCCC)=[C:18]([C:37]([O:39]CC)=[O:38])[S:17][C:16]=4[C:10]=3[S:9][C:8]=2[C:7]=1[CH2:42][CH2:43][CH2:44][CH2:45][CH2:46][CH2:47][CH2:48][CH2:49][CH2:50][CH2:51]CCCCCCC)([O:3]CC)=[O:2].CO.[OH-].[Li+], predict the reaction product. The product is: [CH2:20]([C:19]1[C:15]2[S:14][C:11]3[C:12]4[S:13][C:6]([C:1]([OH:3])=[O:2])=[C:7]([CH2:42][CH2:43][CH2:44][CH2:45][CH2:46][CH2:47][CH2:48][CH2:49][CH2:50][CH3:51])[C:8]=4[S:9][C:10]=3[C:16]=2[S:17][C:18]=1[C:37]([OH:39])=[O:38])[CH2:21][CH2:22][CH2:23][CH2:24][CH2:25][CH2:26][CH2:27][CH2:28][CH3:29].